Task: Predict the reactants needed to synthesize the given product.. Dataset: Full USPTO retrosynthesis dataset with 1.9M reactions from patents (1976-2016) The reactants are: [CH2:1]([N:8]1[C:16]2[C:11](=[C:12]([C:17]3[CH:22]=[CH:21][C:20]([O:23][C:24]([F:27])([F:26])[F:25])=[CH:19][CH:18]=3)[CH:13]=[CH:14][CH:15]=2)[CH:10]=[CH:9]1)[C:2]1[CH:7]=[CH:6][CH:5]=[CH:4][CH:3]=1.[C:28](Cl)(=[O:32])[C:29](Cl)=[O:30].[CH2:34]([OH:36])[CH3:35]. Given the product [CH2:1]([N:8]1[C:16]2[C:11](=[C:12]([C:17]3[CH:22]=[CH:21][C:20]([O:23][C:24]([F:27])([F:25])[F:26])=[CH:19][CH:18]=3)[CH:13]=[CH:14][CH:15]=2)[C:10]([C:28](=[O:32])[C:29]([O:36][CH2:34][CH3:35])=[O:30])=[CH:9]1)[C:2]1[CH:3]=[CH:4][CH:5]=[CH:6][CH:7]=1, predict the reactants needed to synthesize it.